This data is from Catalyst prediction with 721,799 reactions and 888 catalyst types from USPTO. The task is: Predict which catalyst facilitates the given reaction. (1) Reactant: [CH2:1]([O:8][C:9](=[O:25])[NH:10][C@@H:11]([CH3:24])[CH2:12][N:13]1[C:21]2[C:16](=[CH:17][CH:18]=[C:19]([OH:23])[C:20]=2[Br:22])[CH:15]=[N:14]1)[C:2]1[CH:7]=[CH:6][CH:5]=[CH:4][CH:3]=1.C(=O)([O-])[O-].[K+].[K+].Br[CH2:33][C:34]([O:36][CH2:37][CH3:38])=[O:35]. Product: [CH2:37]([O:36][C:34](=[O:35])[CH2:33][O:23][C:19]1[C:20]([Br:22])=[C:21]2[C:16]([CH:15]=[N:14][N:13]2[CH2:12][C@@H:11]([NH:10][C:9]([O:8][CH2:1][C:2]2[CH:7]=[CH:6][CH:5]=[CH:4][CH:3]=2)=[O:25])[CH3:24])=[CH:17][CH:18]=1)[CH3:38]. The catalyst class is: 21. (2) Reactant: Cl.[Cl:2][C:3]1[N:7]([CH3:8])[C:6]([CH2:9]Cl)=[N:5][CH:4]=1.C(=O)([O-])[O-].[K+].[K+].[CH3:17][C:18]1[N:23]=[C:22]([SH:24])[N:21]=[C:20]([OH:25])[CH:19]=1. Product: [Cl:2][C:3]1[N:7]([CH3:8])[C:6]([CH2:9][S:24][C:22]2[N:21]=[C:20]([OH:25])[CH:19]=[C:18]([CH3:17])[N:23]=2)=[N:5][CH:4]=1. The catalyst class is: 21. (3) Reactant: Br[C:2]1[CH:3]=[C:4]([N:22]([CH:24]2[CH2:28][CH2:27][CH2:26][CH2:25]2)[CH3:23])[C:5]([CH3:21])=[C:6]([CH:20]=1)[C:7]([NH:9][CH2:10][C:11]1[C:12](=[O:19])[NH:13][C:14]([CH3:18])=[CH:15][C:16]=1[CH3:17])=[O:8].[O:29]1[CH2:34][CH2:33][N:32]([CH2:35][CH2:36][N:37]2[CH:41]=[C:40](B(O)O)[CH:39]=[N:38]2)[CH2:31][CH2:30]1.C([O-])([O-])=O.[Na+].[Na+].C(Cl)Cl. Product: [CH:24]1([N:22]([CH3:23])[C:4]2[C:5]([CH3:21])=[C:6]([CH:20]=[C:2]([C:40]3[CH:39]=[N:38][N:37]([CH2:36][CH2:35][N:32]4[CH2:33][CH2:34][O:29][CH2:30][CH2:31]4)[CH:41]=3)[CH:3]=2)[C:7]([NH:9][CH2:10][C:11]2[C:12](=[O:19])[NH:13][C:14]([CH3:18])=[CH:15][C:16]=2[CH3:17])=[O:8])[CH2:28][CH2:27][CH2:26][CH2:25]1. The catalyst class is: 77. (4) Reactant: [CH:1]12[CH:8]([N:9]([CH2:18][C:19]3[C:24]([CH3:25])=[CH:23][CH:22]=[CH:21][N:20]=3)[CH2:10][C:11]3[C:16]([CH3:17])=[CH:15][CH:14]=[CH:13][N:12]=3)[CH:5]([CH2:6][CH2:7]1)[CH2:4][NH:3][CH2:2]2.C1([O:32][C:33]([NH:35][OH:36])=O)C=CC=CC=1.O. Product: [OH:36][NH:35][C:33]([N:3]1[CH2:4][CH:5]2[CH:8]([N:9]([CH2:10][C:11]3[C:16]([CH3:17])=[CH:15][CH:14]=[CH:13][N:12]=3)[CH2:18][C:19]3[C:24]([CH3:25])=[CH:23][CH:22]=[CH:21][N:20]=3)[CH:1]([CH2:7][CH2:6]2)[CH2:2]1)=[O:32]. The catalyst class is: 1. (5) Reactant: [Cl:1][C:2]1[CH:3]=[C:4]([NH:9][C:10]2[N:14]=[C:13]([NH2:15])[NH:12][N:11]=2)[CH:5]=[C:6]([Cl:8])[CH:7]=1.[CH:16](=O)[C:17]1[O:21][CH:20]=[CH:19][CH:18]=1.[BH4-].[Na+]. Product: [Cl:1][C:2]1[CH:3]=[C:4]([NH:9][C:10]2[N:14]=[C:13]([NH:15][CH2:16][C:17]3[O:21][CH:20]=[CH:19][CH:18]=3)[NH:12][N:11]=2)[CH:5]=[C:6]([Cl:8])[CH:7]=1. The catalyst class is: 5. (6) Reactant: [CH2:1]([O:3][C:4](=[O:22])[CH2:5][CH2:6][N:7]([C:14](=[O:21])[CH2:15][CH2:16][CH2:17][CH2:18][CH2:19][NH2:20])[CH2:8][C:9]([O:11][CH2:12][CH3:13])=[O:10])[CH3:2].C(N(C(C)C)CC)(C)C.[CH3:32][C@@H:33]([C@@H:40]1[C@@:44]2([CH3:62])[CH2:45][CH2:46][CH:47]3[C@@:52]4([CH3:61])[CH2:53][CH2:54][CH:55]([O:57][C:58](Cl)=[O:59])[CH2:56][C:51]4=[CH:50][CH2:49][CH:48]3[CH:43]2[CH2:42][CH2:41]1)[CH2:34][CH2:35][CH2:36][CH:37]([CH3:39])[CH3:38].Cl. Product: [CH2:1]([O:3][C:4](=[O:22])[CH2:5][CH2:6][N:7]([C:14](=[O:21])[CH2:15][CH2:16][CH2:17][CH2:18][CH2:19][NH:20][C:58]([O:57][CH:55]1[CH2:56][C:51]2[C:52]([CH3:61])([CH:47]3[CH:48]([CH2:49][CH:50]=2)[CH:43]2[C:44]([CH3:62])([CH:40]([CH:33]([CH3:32])[CH2:34][CH2:35][CH2:36][CH:37]([CH3:38])[CH3:39])[CH2:41][CH2:42]2)[CH2:45][CH2:46]3)[CH2:53][CH2:54]1)=[O:59])[CH2:8][C:9]([O:11][CH2:12][CH3:13])=[O:10])[CH3:2]. The catalyst class is: 4. (7) Reactant: [Br:1][C:2]1[N:3]([CH:30]([CH3:32])[CH3:31])[C:4]([CH:10]([C:23]2[CH:28]=[CH:27][C:26]([Cl:29])=[CH:25][CH:24]=2)[NH:11][C:12]2[CH:13]=[C:14]([CH3:22])[C:15]3[N:19]=[N:18][N:17]([CH3:20])[C:16]=3[CH:21]=2)=[C:5]([C:7](O)=[O:8])[N:6]=1. Product: [Br:1][C:2]1[N:3]([CH:30]([CH3:31])[CH3:32])[C:4]2[CH:10]([C:23]3[CH:28]=[CH:27][C:26]([Cl:29])=[CH:25][CH:24]=3)[N:11]([C:12]3[CH:13]=[C:14]([CH3:22])[C:15]4[N:19]=[N:18][N:17]([CH3:20])[C:16]=4[CH:21]=3)[C:7](=[O:8])[C:5]=2[N:6]=1. The catalyst class is: 326. (8) Reactant: [O:1]1[C:5]2[CH:6]=[CH:7][C:8]([C:10]3[N:11]=[C:12]([C:21]4[CH:26]=[CH:25][C:24]([OH:27])=[CH:23][CH:22]=4)[NH:13][C:14]=3[C:15]3[CH:20]=[CH:19][CH:18]=[CH:17][N:16]=3)=[CH:9][C:4]=2[O:3][CH2:2]1.[H-].[Na+].Br[CH2:31][C:32]#[N:33].[Cl-].[NH4+]. Product: [O:1]1[C:5]2[CH:6]=[CH:7][C:8]([C:10]3[N:11]=[C:12]([C:21]4[CH:22]=[CH:23][C:24]([O:27][CH2:31][C:32]#[N:33])=[CH:25][CH:26]=4)[NH:13][C:14]=3[C:15]3[CH:20]=[CH:19][CH:18]=[CH:17][N:16]=3)=[CH:9][C:4]=2[O:3][CH2:2]1. The catalyst class is: 7. (9) Reactant: OS(O)(=O)=O.[O-]S([O-])(=O)=O.[Mg+2].[F:12][C:13]1[CH:14]=[C:15]([CH:19]=[C:20]([F:22])[CH:21]=1)[C:16]([OH:18])=[O:17].[CH3:23][C:24](O)([CH3:26])[CH3:25]. Product: [F:12][C:13]1[CH:14]=[C:15]([CH:19]=[C:20]([F:22])[CH:21]=1)[C:16]([O:18][C:24]([CH3:26])([CH3:25])[CH3:23])=[O:17]. The catalyst class is: 11.